This data is from Catalyst prediction with 721,799 reactions and 888 catalyst types from USPTO. The task is: Predict which catalyst facilitates the given reaction. Reactant: [C:1]([N:5]1[CH2:10][CH2:9][C:8](=O)[CH2:7][CH2:6]1)([CH3:4])([CH3:3])[CH3:2].[O-]S([O-])(=O)=O.[Mg+2].[NH:18]([C:20]([O:22][C:23]([CH3:26])([CH3:25])[CH3:24])=[O:21])[NH2:19]. Product: [C:1]([N:5]1[CH2:10][CH2:9][C:8](=[N:19][NH:18][C:20]([O:22][C:23]([CH3:26])([CH3:25])[CH3:24])=[O:21])[CH2:7][CH2:6]1)([CH3:4])([CH3:3])[CH3:2]. The catalyst class is: 2.